The task is: Regression/Classification. Given a drug SMILES string, predict its absorption, distribution, metabolism, or excretion properties. Task type varies by dataset: regression for continuous measurements (e.g., permeability, clearance, half-life) or binary classification for categorical outcomes (e.g., BBB penetration, CYP inhibition). For this dataset (solubility_aqsoldb), we predict Y.. This data is from Aqueous solubility values for 9,982 compounds from the AqSolDB database. (1) The drug is NC(CCC(=O)O)C(=O)[O-].[Na+]. The Y is 0.392 log mol/L. (2) The compound is CCCCN(CCCC)N=O. The Y is -2.10 log mol/L. (3) The drug is CC(CO)CC(C)c1ccccc1. The Y is -2.35 log mol/L. (4) The molecule is COC(=O)c1ccc(C(=O)Nc2cc(Cl)ccc2Cl)cc1N/N=C1\C(=O)C(C(=O)Nc2ccccc2OC)=Cc2ccccc21. The Y is -8.18 log mol/L.